Dataset: Full USPTO retrosynthesis dataset with 1.9M reactions from patents (1976-2016). Task: Predict the reactants needed to synthesize the given product. Given the product [F:40][C@H:2]1[CH2:10][C:9]2[C:4](=[CH:5][CH:6]=[CH:7][CH:8]=2)[C@@H:3]1[NH:11][C:12]([C@@H:14]1[CH2:19][N:18]2[CH2:20][CH2:21][CH2:22][C@@H:17]2[CH2:16][N:15]1[C:23]([O:25][C:26]([CH3:29])([CH3:28])[CH3:27])=[O:24])=[O:13], predict the reactants needed to synthesize it. The reactants are: O[C@@H:2]1[CH2:10][C:9]2[C:4](=[CH:5][CH:6]=[CH:7][CH:8]=2)[C@@H:3]1[NH:11][C:12]([C@@H:14]1[CH2:19][N:18]2[CH2:20][CH2:21][CH2:22][C@@H:17]2[CH2:16][N:15]1[C:23]([O:25][C:26]([CH3:29])([CH3:28])[CH3:27])=[O:24])=[O:13].COCCN(S(F)(F)[F:40])CCOC.C(=O)(O)[O-].[Na+].